This data is from Forward reaction prediction with 1.9M reactions from USPTO patents (1976-2016). The task is: Predict the product of the given reaction. (1) The product is: [Si:1]([O:18][CH2:19][C@@H:20]([N:23]1[C@H:28]([C:29]2[CH:30]=[CH:31][C:32]([Cl:35])=[CH:33][CH:34]=2)[C@@H:27]([C:36]2[CH:41]=[CH:40][CH:39]=[C:38]([Cl:42])[CH:37]=2)[CH2:26][C@:25]([CH3:43])([CH:44]=[O:45])[C:24]1=[O:46])[CH2:21][CH3:22])([C:14]([CH3:16])([CH3:17])[CH3:15])([C:8]1[CH:13]=[CH:12][CH:11]=[CH:10][CH:9]=1)[C:2]1[CH:7]=[CH:6][CH:5]=[CH:4][CH:3]=1. Given the reactants [Si:1]([O:18][CH2:19][C@@H:20]([N:23]1[C@H:28]([C:29]2[CH:34]=[CH:33][C:32]([Cl:35])=[CH:31][CH:30]=2)[C@@H:27]([C:36]2[CH:41]=[CH:40][CH:39]=[C:38]([Cl:42])[CH:37]=2)[CH2:26][C@@:25]([CH2:44][OH:45])([CH3:43])[C:24]1=[O:46])[CH2:21][CH3:22])([C:14]([CH3:17])([CH3:16])[CH3:15])([C:8]1[CH:13]=[CH:12][CH:11]=[CH:10][CH:9]=1)[C:2]1[CH:7]=[CH:6][CH:5]=[CH:4][CH:3]=1.C([O-])(O)=O.[Na+].CC(OI1(OC(C)=O)(OC(C)=O)OC(=O)C2C=CC=CC1=2)=O.[O-]S([O-])(=S)=O.[Na+].[Na+], predict the reaction product. (2) Given the reactants [F:1][C:2]1[CH:7]=[CH:6][CH:5]=[CH:4][C:3]=1B(O)O.CO[C:28]1[CH:33]=[CH:32][C:31](P([C:28]2[CH:33]=[CH:32][C:31](OC)=[CH:30][CH:29]=2)[C:28]2[CH:33]=[CH:32][C:31](OC)=[CH:30][CH:29]=2)=[CH:30][CH:29]=1.O.CC(C)(C)[C:39]([O:41][C:42](=[O:47])C(C)(C)C)=O.[O:50]1CCC[CH2:51]1, predict the reaction product. The product is: [CH3:39][O:41][C:42]([C@H:28]1[CH2:29][CH2:30][C@H:31]([C:51](=[O:50])[C:3]2[CH:4]=[CH:5][CH:6]=[CH:7][C:2]=2[F:1])[CH2:32][CH2:33]1)=[O:47]. (3) Given the reactants [Br:1][C:2]1[C:6]2[N:7]=[C:8]([Cl:12])[N:9]=[C:10](Cl)[C:5]=2[S:4][CH:3]=1.[CH2:13]([NH2:20])[C:14]1[CH:19]=[CH:18][CH:17]=[CH:16][CH:15]=1.O, predict the reaction product. The product is: [CH2:13]([NH:20][C:10]1[C:5]2[S:4][CH:3]=[C:2]([Br:1])[C:6]=2[N:7]=[C:8]([Cl:12])[N:9]=1)[C:14]1[CH:19]=[CH:18][CH:17]=[CH:16][CH:15]=1.